This data is from Catalyst prediction with 721,799 reactions and 888 catalyst types from USPTO. The task is: Predict which catalyst facilitates the given reaction. (1) Reactant: [Cl:1][C:2]1[C:3]2[C:16]([C:17]3[CH:22]=[CH:21][C:20]([F:23])=[CH:19][CH:18]=3)=[CH:15][S:14][C:4]=2[N:5]=[C:6]([CH2:8][C:9](OCC)=[O:10])[N:7]=1.[H-].C([Al+]CC(C)C)C(C)C. Product: [Cl:1][C:2]1[C:3]2[C:16]([C:17]3[CH:22]=[CH:21][C:20]([F:23])=[CH:19][CH:18]=3)=[CH:15][S:14][C:4]=2[N:5]=[C:6]([CH2:8][CH2:9][OH:10])[N:7]=1. The catalyst class is: 1. (2) Reactant: [C:1]1([C:7]2[S:15][C:14]3[C:13](=[O:16])[O:12][C:11](=[O:17])[NH:10][C:9]=3[CH:8]=2)[CH:6]=[CH:5][CH:4]=[CH:3][CH:2]=1.C(=O)([O-])[O-].[Na+].[Na+].[CH2:24](Br)[C:25]1[CH:30]=[CH:29][CH:28]=[CH:27][CH:26]=1. Product: [CH2:24]([N:10]1[C:9]2[CH:8]=[C:7]([C:1]3[CH:2]=[CH:3][CH:4]=[CH:5][CH:6]=3)[S:15][C:14]=2[C:13](=[O:16])[O:12][C:11]1=[O:17])[C:25]1[CH:30]=[CH:29][CH:28]=[CH:27][CH:26]=1. The catalyst class is: 44. (3) Reactant: [CH3:1][N:2](C(ON1N=NC2C=CC=NC1=2)=[N+](C)C)[CH3:3].F[P-](F)(F)(F)(F)F.[CH:25](N(CC)C(C)C)(C)C.[CH3:34][C:35]1[CH:40]=[CH:39][CH:38]=[C:37]([CH3:41])[C:36]=1[NH:42][C:43]([NH:45][C:46]1[C:47]([C:56](O)=[O:57])=[CH:48][C:49]2[C:54]([CH:55]=1)=[CH:53][CH:52]=[CH:51][CH:50]=2)=[O:44].Cl.CNCC(OC)=O.C(NC(C)C)(C)C.[C:74]([O-:77])(O)=[O:75].[Na+]. Product: [CH3:34][C:35]1[CH:40]=[CH:39][CH:38]=[C:37]([CH3:41])[C:36]=1[NH:42][C:43]([NH:45][C:46]1[C:47]([C:56]([N:2]([CH3:3])[CH2:1][C:74]([O:77][CH3:25])=[O:75])=[O:57])=[CH:48][C:49]2[C:54]([CH:55]=1)=[CH:53][CH:52]=[CH:51][CH:50]=2)=[O:44]. The catalyst class is: 3. (4) Reactant: [Br:1][C:2]1[CH:3]=[CH:4][C:5]([NH:12][C:13](=[O:22])[C:14]2[CH:19]=[CH:18][CH:17]=[C:16]([CH2:20]Cl)[CH:15]=2)=[C:6]([CH:11]=1)[C:7]([O:9][CH3:10])=[O:8].C(N(CC)CC)C.[SH:30][C:31]1[CH:36]=[CH:35][N:34]=[CH:33][CH:32]=1.COC1C=C(C=CC=1OC)C(Cl)=O. Product: [Br:1][C:2]1[CH:3]=[CH:4][C:5]([NH:12][C:13](=[O:22])[C:14]2[CH:19]=[CH:18][CH:17]=[C:16]([CH2:20][S:30][C:31]3[CH:36]=[CH:35][N:34]=[CH:33][CH:32]=3)[CH:15]=2)=[C:6]([CH:11]=1)[C:7]([O:9][CH3:10])=[O:8]. The catalyst class is: 2. (5) Reactant: [C:1]([O:5][C:6]([NH:8][CH2:9][CH2:10][NH:11][C:12]1[CH:17]=[CH:16][C:15]([CH2:18][C:19]([O:21][CH3:22])=[O:20])=[CH:14][N+:13]=1[O-:23])=[O:7])([CH3:4])([CH3:3])[CH3:2].[C:24](O[C:24]([O:26][C:27]([CH3:30])([CH3:29])[CH3:28])=[O:25])([O:26][C:27]([CH3:30])([CH3:29])[CH3:28])=[O:25]. Product: [C:27]([O:26][C:24]([N:11]([CH2:10][CH2:9][NH:8][C:6]([O:5][C:1]([CH3:3])([CH3:4])[CH3:2])=[O:7])[C:12]1[CH:17]=[CH:16][C:15]([CH2:18][C:19]([O:21][CH3:22])=[O:20])=[CH:14][N+:13]=1[O-:23])=[O:25])([CH3:30])([CH3:29])[CH3:28]. The catalyst class is: 64.